From a dataset of Peptide-MHC class I binding affinity with 185,985 pairs from IEDB/IMGT. Regression. Given a peptide amino acid sequence and an MHC pseudo amino acid sequence, predict their binding affinity value. This is MHC class I binding data. The binding affinity (normalized) is 0.0847. The MHC is HLA-B58:01 with pseudo-sequence HLA-B58:01. The peptide sequence is VPPFPRTAF.